From a dataset of Forward reaction prediction with 1.9M reactions from USPTO patents (1976-2016). Predict the product of the given reaction. Given the reactants Cl.[C:2]([CH2:4][NH:5][C:6]([C@@H:8]1[CH2:12][C@@H:11]([S:13]([C:16]2[CH:21]=[CH:20][CH:19]=[CH:18][C:17]=2[Cl:22])(=[O:15])=[O:14])[CH2:10][NH:9]1)=[O:7])#[N:3].[C:23]1([CH:29](O)[C:30]([F:33])([F:32])[F:31])[CH:28]=[CH:27][CH:26]=[CH:25][CH:24]=1, predict the reaction product. The product is: [C:2]([CH2:4][NH:5][C:6]([C@@H:8]1[CH2:12][C@@H:11]([S:13]([C:16]2[CH:21]=[CH:20][CH:19]=[CH:18][C:17]=2[Cl:22])(=[O:14])=[O:15])[CH2:10][N:9]1[CH:29]([C:23]1[CH:28]=[CH:27][CH:26]=[CH:25][CH:24]=1)[C:30]([F:32])([F:31])[F:33])=[O:7])#[N:3].